From a dataset of CYP2C19 inhibition data for predicting drug metabolism from PubChem BioAssay. Regression/Classification. Given a drug SMILES string, predict its absorption, distribution, metabolism, or excretion properties. Task type varies by dataset: regression for continuous measurements (e.g., permeability, clearance, half-life) or binary classification for categorical outcomes (e.g., BBB penetration, CYP inhibition). Dataset: cyp2c19_veith. (1) The drug is COc1cccc(-c2nccc(NCc3cccc(C)c3)n2)c1. The result is 1 (inhibitor). (2) The compound is O=C(NC(=S)NC1CCSC1=O)c1ccccc1Cl. The result is 1 (inhibitor). (3) The compound is Cc1nnc(SCC(=O)N2CC(=O)Nc3ccccc32)n1Cc1ccccc1. The result is 0 (non-inhibitor). (4) The molecule is CC(=O)NCCn1c(SCc2ccc(C)cc2)nc2ccccc2c1=O. The result is 1 (inhibitor).